From a dataset of M1 muscarinic receptor antagonist screen with 61,756 compounds. Binary Classification. Given a drug SMILES string, predict its activity (active/inactive) in a high-throughput screening assay against a specified biological target. (1) The molecule is Clc1c(c2noc(c2C(=O)Nc2ccc(OCC(=O)N3CCOCC3)cc2)C)cccc1. The result is 0 (inactive). (2) The drug is O(CC(O)Cn1nc(nc1C)C)c1cc2c(cc1)cccc2. The result is 0 (inactive). (3) The compound is Fc1ccc(C2N3C(CCC3)C(=O)N2c2cc(OC)ccc2)cc1. The result is 0 (inactive). (4) The compound is O1c2c(OC1)ccc(NC(=O)c1c3n(nc1)cccn3)c2. The result is 0 (inactive). (5) The molecule is S(c1n(c(c2ccc(F)cc2)cn1)C)CC(=O)NCc1occc1. The result is 0 (inactive).